From a dataset of NCI-60 drug combinations with 297,098 pairs across 59 cell lines. Regression. Given two drug SMILES strings and cell line genomic features, predict the synergy score measuring deviation from expected non-interaction effect. (1) Drug 2: C1CC(=O)NC(=O)C1N2C(=O)C3=CC=CC=C3C2=O. Drug 1: C(=O)(N)NO. Synergy scores: CSS=-2.73, Synergy_ZIP=-2.73, Synergy_Bliss=-8.75, Synergy_Loewe=-6.02, Synergy_HSA=-8.19. Cell line: HCT-15. (2) Drug 1: CC1C(C(=O)NC(C(=O)N2CCCC2C(=O)N(CC(=O)N(C(C(=O)O1)C(C)C)C)C)C(C)C)NC(=O)C3=C4C(=C(C=C3)C)OC5=C(C(=O)C(=C(C5=N4)C(=O)NC6C(OC(=O)C(N(C(=O)CN(C(=O)C7CCCN7C(=O)C(NC6=O)C(C)C)C)C)C(C)C)C)N)C. Drug 2: COC1=NC(=NC2=C1N=CN2C3C(C(C(O3)CO)O)O)N. Cell line: SNB-19. Synergy scores: CSS=6.78, Synergy_ZIP=2.56, Synergy_Bliss=8.72, Synergy_Loewe=-2.12, Synergy_HSA=1.32. (3) Drug 1: CC1OCC2C(O1)C(C(C(O2)OC3C4COC(=O)C4C(C5=CC6=C(C=C35)OCO6)C7=CC(=C(C(=C7)OC)O)OC)O)O. Drug 2: C1CN1P(=S)(N2CC2)N3CC3. Cell line: SF-295. Synergy scores: CSS=49.1, Synergy_ZIP=-7.39, Synergy_Bliss=-5.98, Synergy_Loewe=-21.1, Synergy_HSA=-3.24. (4) Drug 1: C1CC(=O)NC(=O)C1N2CC3=C(C2=O)C=CC=C3N. Drug 2: CCCCC(=O)OCC(=O)C1(CC(C2=C(C1)C(=C3C(=C2O)C(=O)C4=C(C3=O)C=CC=C4OC)O)OC5CC(C(C(O5)C)O)NC(=O)C(F)(F)F)O. Cell line: MDA-MB-435. Synergy scores: CSS=-0.696, Synergy_ZIP=-0.585, Synergy_Bliss=-2.28, Synergy_Loewe=-2.10, Synergy_HSA=-2.90.